This data is from NCI-60 drug combinations with 297,098 pairs across 59 cell lines. The task is: Regression. Given two drug SMILES strings and cell line genomic features, predict the synergy score measuring deviation from expected non-interaction effect. (1) Drug 1: CN1CCC(CC1)COC2=C(C=C3C(=C2)N=CN=C3NC4=C(C=C(C=C4)Br)F)OC. Drug 2: C1CC(C1)(C(=O)O)C(=O)O.[NH2-].[NH2-].[Pt+2]. Cell line: OVCAR-4. Synergy scores: CSS=20.2, Synergy_ZIP=-4.73, Synergy_Bliss=0.366, Synergy_Loewe=0.190, Synergy_HSA=1.15. (2) Drug 1: CC1CCC2CC(C(=CC=CC=CC(CC(C(=O)C(C(C(=CC(C(=O)CC(OC(=O)C3CCCCN3C(=O)C(=O)C1(O2)O)C(C)CC4CCC(C(C4)OC)O)C)C)O)OC)C)C)C)OC. Drug 2: CC12CCC3C(C1CCC2OP(=O)(O)O)CCC4=C3C=CC(=C4)OC(=O)N(CCCl)CCCl.[Na+]. Cell line: EKVX. Synergy scores: CSS=8.20, Synergy_ZIP=1.56, Synergy_Bliss=6.17, Synergy_Loewe=-0.944, Synergy_HSA=3.25. (3) Drug 1: C1=NC(=NC(=O)N1C2C(C(C(O2)CO)O)O)N. Drug 2: CCC1(C2=C(COC1=O)C(=O)N3CC4=CC5=C(C=CC(=C5CN(C)C)O)N=C4C3=C2)O.Cl. Cell line: SK-MEL-5. Synergy scores: CSS=31.7, Synergy_ZIP=-4.84, Synergy_Bliss=-2.31, Synergy_Loewe=-34.5, Synergy_HSA=-0.736.